From a dataset of Reaction yield outcomes from USPTO patents with 853,638 reactions. Predict the reaction yield, written as a fraction of the theoretical maximum amount of product (1.0 means a 100% yield; for example, 0.34 means a 34% yield). The reactants are [Si:1]([O:8][C:9]1[CH:10]=[CH:11][CH:12]=[C:13]2[C:18]=1[N:17]=[C:16](/[CH:19]=[N:20]/[NH:21][C:22]1[CH:27]=[C:26]([O:28][CH2:29][CH2:30][O:31][CH3:32])[CH:25]=[CH:24][N:23]=1)[CH:15]=[CH:14]2)([C:4]([CH3:7])([CH3:6])[CH3:5])([CH3:3])[CH3:2].C(O)(=O)C.C(O)(=O)C.I(C1C=CC=CC=1)=O. The catalyst is C(Cl)Cl. The product is [Si:1]([O:8][C:9]1[CH:10]=[CH:11][CH:12]=[C:13]2[C:18]=1[N:17]=[C:16]([C:19]1[N:23]3[CH:24]=[CH:25][C:26]([O:28][CH2:29][CH2:30][O:31][CH3:32])=[CH:27][C:22]3=[N:21][N:20]=1)[CH:15]=[CH:14]2)([C:4]([CH3:7])([CH3:6])[CH3:5])([CH3:3])[CH3:2]. The yield is 0.700.